This data is from Reaction yield outcomes from USPTO patents with 853,638 reactions. The task is: Predict the reaction yield, written as a fraction of the theoretical maximum amount of product (1.0 means a 100% yield; for example, 0.34 means a 34% yield). The reactants are I[C:2]1[C:6]([CH:7]=[O:8])=[CH:5][N:4]([CH:9]2[CH2:14][CH2:13][CH2:12][CH2:11][O:10]2)[N:3]=1.[Cl:15][C:16]1[CH:17]=[C:18](B(O)O)[CH:19]=[CH:20][C:21]=1[O:22][CH:23]([CH3:25])[CH3:24].C(=O)([O-])[O-].[K+].[K+]. The catalyst is O1CCOCC1.O.C1C=CC(P(C2C=CC=CC=2)[C-]2C=CC=C2)=CC=1.C1C=CC(P(C2C=CC=CC=2)[C-]2C=CC=C2)=CC=1.Cl[Pd]Cl.[Fe+2]. The product is [Cl:15][C:16]1[CH:17]=[C:18]([C:2]2[C:6]([CH:7]=[O:8])=[CH:5][N:4]([CH:9]3[CH2:14][CH2:13][CH2:12][CH2:11][O:10]3)[N:3]=2)[CH:19]=[CH:20][C:21]=1[O:22][CH:23]([CH3:25])[CH3:24]. The yield is 0.880.